From a dataset of Reaction yield outcomes from USPTO patents with 853,638 reactions. Predict the reaction yield, written as a fraction of the theoretical maximum amount of product (1.0 means a 100% yield; for example, 0.34 means a 34% yield). (1) The reactants are C1[CH2:5][O:4]CC1.[NH2:6][C:7]1[C:12]2=[C:13]([C:27]3[CH:32]=[CH:31][C:30]([NH:33][C:34]([NH:36][C:37]4[CH:42]=[C:41]([C:43]([F:46])([F:45])[F:44])[CH:40]=[CH:39][N:38]=4)=[O:35])=[CH:29][CH:28]=3)[C:14]([C:16](N[C@H](C(OCC)=O)CO)=[O:17])=[CH:15][N:11]2[N:10]=[CH:9][N:8]=1.CC[N:49](S(F)(F)F)CC.C([O-])([O-])=O.[K+].[K+].[CH3:62][CH2:63][O:64][C:65]([CH3:67])=[O:66]. The catalyst is C(Cl)Cl.CCOC(C)=O.CO. The product is [NH2:6][C:7]1[C:12]2=[C:13]([C:27]3[CH:28]=[CH:29][C:30]([NH:33][C:34]([NH:36][C:37]4[CH:42]=[C:41]([C:43]([F:44])([F:46])[F:45])[CH:40]=[CH:39][N:38]=4)=[O:35])=[CH:31][CH:32]=3)[C:14]([C:16]([O:4][CH2:5][CH:67]([NH2:49])[C:65]([O:64][CH2:63][CH3:62])=[O:66])=[O:17])=[CH:15][N:11]2[N:10]=[CH:9][N:8]=1. The yield is 0.0900. (2) The reactants are [C:1]([O:5][C:6](=[O:21])[NH:7][CH2:8][CH2:9][CH2:10][O:11][C:12]1[CH:17]=[CH:16][C:15]([N+:18]([O-])=O)=[CH:14][CH:13]=1)([CH3:4])([CH3:3])[CH3:2].O.[Cl-].[NH4+]. The catalyst is CO.[Zn]. The product is [C:1]([O:5][C:6](=[O:21])[NH:7][CH2:8][CH2:9][CH2:10][O:11][C:12]1[CH:13]=[CH:14][C:15]([NH2:18])=[CH:16][CH:17]=1)([CH3:4])([CH3:2])[CH3:3]. The yield is 0.790.